Dataset: Full USPTO retrosynthesis dataset with 1.9M reactions from patents (1976-2016). Task: Predict the reactants needed to synthesize the given product. (1) Given the product [CH2:24]([O:31][C:32]1[C:37]([OH:8])=[CH:36][CH:35]=[C:34]([F:40])[C:33]=1[C:41]1[CH:46]=[CH:45][C:44]([Cl:47])=[CH:43][C:42]=1[Cl:48])[C:25]1[CH:30]=[CH:29][CH:28]=[CH:27][CH:26]=1, predict the reactants needed to synthesize it. The reactants are: C([O:8]C1C(O)=CC=C(Cl)C=1C1C=CC=CC=1Cl)C1C=CC=CC=1.[CH2:24]([O:31][C:32]1[C:37](C=O)=[CH:36][CH:35]=[C:34]([F:40])[C:33]=1[C:41]1[CH:46]=[CH:45][C:44]([Cl:47])=[CH:43][C:42]=1[Cl:48])[C:25]1[CH:30]=[CH:29][CH:28]=[CH:27][CH:26]=1. (2) Given the product [I:24][C:23]1[CH:22]=[CH:21][CH:20]=[C:16]2[C:15]=1[NH:14][CH:7]=[N:19][C:17]2=[O:18], predict the reactants needed to synthesize it. The reactants are: O.O.S([C:7]1C=CC(C)=CC=1)(O)(=O)=O.[NH2:14][C:15]1[C:23]([I:24])=[CH:22][CH:21]=[CH:20][C:16]=1[C:17]([NH2:19])=[O:18].C([O-])([O-])OC.CN1C(=O)CCC1. (3) Given the product [CH:2]1([CH2:8][C:9]([NH:11][CH2:12][C@H:13]([NH:15][C:16]2[N:17]=[CH:18][C:19](/[CH:22]=[CH:23]/[C:24]([NH:26][OH:27])=[O:25])=[N:20][CH:21]=2)[CH3:14])=[O:10])[CH2:7][CH2:6][CH2:5][CH2:4][CH2:3]1, predict the reactants needed to synthesize it. The reactants are: Cl.[CH:2]1([CH2:8][C:9]([NH:11][CH2:12][C@H:13]([NH:15][C:16]2[N:17]=[CH:18][C:19](/[CH:22]=[CH:23]/[C:24]([NH:26][O:27]C3CCCCO3)=[O:25])=[N:20][CH:21]=2)[CH3:14])=[O:10])[CH2:7][CH2:6][CH2:5][CH2:4][CH2:3]1. (4) Given the product [C:15]([C:12]1[CH:13]=[CH:14][C:9]([C@@H:8]2[C:3]([C:1]#[N:2])=[C:4]([CH3:36])[N:5]([C:26]3[CH:31]=[CH:30][CH:29]=[C:28]([C:32]([F:34])([F:33])[F:35])[CH:27]=3)[C:6](=[O:25])[N:7]2[CH2:21][C:22]([N:61]2[CH2:66][CH2:65][CH:64]([CH2:67][CH2:68][OH:69])[CH2:63][CH2:62]2)=[O:23])=[C:10]([S:17]([CH3:20])(=[O:19])=[O:18])[CH:11]=1)#[N:16], predict the reactants needed to synthesize it. The reactants are: [C:1]([C:3]1[C@@H:8]([C:9]2[CH:14]=[CH:13][C:12]([C:15]#[N:16])=[CH:11][C:10]=2[S:17]([CH3:20])(=[O:19])=[O:18])[N:7]([CH2:21][C:22](O)=[O:23])[C:6](=[O:25])[N:5]([C:26]2[CH:31]=[CH:30][CH:29]=[C:28]([C:32]([F:35])([F:34])[F:33])[CH:27]=2)[C:4]=1[CH3:36])#[N:2].CN(C(ON1N=NC2C=CC=NC1=2)=[N+](C)C)C.F[P-](F)(F)(F)(F)F.[NH:61]1[CH2:66][CH2:65][CH:64]([CH2:67][CH2:68][OH:69])[CH2:63][CH2:62]1.C(N(CC)C(C)C)(C)C. (5) Given the product [CH2:47]([C:51]1[CH:52]=[C:53]([C:54]2[O:10][C:9]([C:8]3[CH:12]=[C:13]([CH3:15])[N:14]=[C:6]([CH2:2][CH:3]([CH3:5])[CH3:4])[CH:7]=3)=[N:57][N:56]=2)[CH:58]=[C:59]([CH3:61])[N:60]=1)[CH:48]([CH3:50])[CH3:49], predict the reactants needed to synthesize it. The reactants are: Cl.[CH2:2]([C:6]1[CH:7]=[C:8]([CH:12]=[C:13]([CH3:15])[N:14]=1)[C:9](O)=[O:10])[CH:3]([CH3:5])[CH3:4].CCN(C(C)C)C(C)C.CN(C(ON1N=NC2C=CC=CC1=2)=[N+](C)C)C.[B-](F)(F)(F)F.[CH2:47]([C:51]1[CH:52]=[C:53]([CH:58]=[C:59]([CH3:61])[N:60]=1)[C:54]([NH:56][NH2:57])=O)[CH:48]([CH3:50])[CH3:49].N1C=CC=CC=1.FC(F)(F)S(OS(C(F)(F)F)(=O)=O)(=O)=O. (6) Given the product [Cl:21][C:19]1[CH:18]=[N:17][C:5]2=[N:6][C:7]([N:8]3[CH2:13][CH:12]([CH3:14])[N:11]([CH3:15])[CH:10]([CH3:16])[CH2:9]3)=[C:2]([NH:23][NH2:24])[N:3]=[C:4]2[CH:20]=1, predict the reactants needed to synthesize it. The reactants are: Cl[C:2]1[N:3]=[C:4]2[CH:20]=[C:19]([Cl:21])[CH:18]=[N:17][C:5]2=[N:6][C:7]=1[N:8]1[CH2:13][CH:12]([CH3:14])[N:11]([CH3:15])[CH:10]([CH3:16])[CH2:9]1.O.[NH2:23][NH2:24]. (7) Given the product [F:19][C:20]1[CH:28]=[CH:27][CH:26]=[C:25]2[C:21]=1[CH2:22][CH2:23][N:24]2[C:15](=[O:17])[CH2:14][C:9]1[NH:10][C:11](=[O:13])[CH:12]=[C:7]([N:1]2[CH2:2][CH2:3][O:4][CH2:5][CH2:6]2)[N:8]=1, predict the reactants needed to synthesize it. The reactants are: [N:1]1([C:7]2[N:8]=[C:9]([CH2:14][C:15]([O-:17])=O)[NH:10][C:11](=[O:13])[CH:12]=2)[CH2:6][CH2:5][O:4][CH2:3][CH2:2]1.[Na+].[F:19][C:20]1[CH:28]=[CH:27][CH:26]=[C:25]2[C:21]=1[CH2:22][CH2:23][NH:24]2.Cl.CN(C)CCCN=C=NCC. (8) Given the product [C:1]([O:5][C:6]([N:8]1[CH2:13][CH2:12][N:11]([C:14]([C:16]2[C:20]3=[N:21][CH:22]=[CH:23][CH:24]=[C:19]3[N:18]([C:25]3[CH:30]=[CH:29][CH:28]=[CH:27][CH:26]=3)[C:17]=2[O:40][C:34]2[C:35]([CH3:39])=[CH:36][CH:37]=[CH:38][C:33]=2[CH3:32])=[O:15])[CH2:10][CH2:9]1)=[O:7])([CH3:4])([CH3:3])[CH3:2], predict the reactants needed to synthesize it. The reactants are: [C:1]([O:5][C:6]([N:8]1[CH2:13][CH2:12][N:11]([C:14]([C:16]2[C:20]3=[N:21][CH:22]=[CH:23][CH:24]=[C:19]3[N:18]([C:25]3[CH:30]=[CH:29][CH:28]=[CH:27][CH:26]=3)[C:17]=2Cl)=[O:15])[CH2:10][CH2:9]1)=[O:7])([CH3:4])([CH3:3])[CH3:2].[CH3:32][C:33]1[CH:38]=[CH:37][CH:36]=[C:35]([CH3:39])[C:34]=1[OH:40].